This data is from NCI-60 drug combinations with 297,098 pairs across 59 cell lines. The task is: Regression. Given two drug SMILES strings and cell line genomic features, predict the synergy score measuring deviation from expected non-interaction effect. (1) Drug 2: C1=NNC2=C1C(=O)NC=N2. Synergy scores: CSS=8.26, Synergy_ZIP=-7.35, Synergy_Bliss=-3.37, Synergy_Loewe=-5.24, Synergy_HSA=-4.10. Cell line: DU-145. Drug 1: C1=C(C(=O)NC(=O)N1)N(CCCl)CCCl. (2) Drug 1: CC1=CC2C(CCC3(C2CCC3(C(=O)C)OC(=O)C)C)C4(C1=CC(=O)CC4)C. Drug 2: CC1C(C(CC(O1)OC2CC(CC3=C2C(=C4C(=C3O)C(=O)C5=C(C4=O)C(=CC=C5)OC)O)(C(=O)CO)O)N)O.Cl. Cell line: SK-MEL-28. Synergy scores: CSS=52.4, Synergy_ZIP=1.42, Synergy_Bliss=1.14, Synergy_Loewe=-9.00, Synergy_HSA=2.38. (3) Drug 1: CC1=C(C=C(C=C1)NC(=O)C2=CC=C(C=C2)CN3CCN(CC3)C)NC4=NC=CC(=N4)C5=CN=CC=C5. Drug 2: CCC1(C2=C(COC1=O)C(=O)N3CC4=CC5=C(C=CC(=C5CN(C)C)O)N=C4C3=C2)O.Cl. Cell line: BT-549. Synergy scores: CSS=3.81, Synergy_ZIP=-1.54, Synergy_Bliss=5.03, Synergy_Loewe=-23.4, Synergy_HSA=-6.22. (4) Drug 1: C1=CC(=CC=C1CCC2=CNC3=C2C(=O)NC(=N3)N)C(=O)NC(CCC(=O)O)C(=O)O. Drug 2: CCCCC(=O)OCC(=O)C1(CC(C2=C(C1)C(=C3C(=C2O)C(=O)C4=C(C3=O)C=CC=C4OC)O)OC5CC(C(C(O5)C)O)NC(=O)C(F)(F)F)O. Cell line: SK-MEL-5. Synergy scores: CSS=-0.776, Synergy_ZIP=-2.89, Synergy_Bliss=-9.24, Synergy_Loewe=-9.19, Synergy_HSA=-9.79. (5) Drug 1: C1CCC(C1)C(CC#N)N2C=C(C=N2)C3=C4C=CNC4=NC=N3. Drug 2: CC1=C2C(C(=O)C3(C(CC4C(C3C(C(C2(C)C)(CC1OC(=O)C(C(C5=CC=CC=C5)NC(=O)C6=CC=CC=C6)O)O)OC(=O)C7=CC=CC=C7)(CO4)OC(=O)C)O)C)OC(=O)C. Cell line: PC-3. Synergy scores: CSS=53.4, Synergy_ZIP=10.2, Synergy_Bliss=9.57, Synergy_Loewe=-63.4, Synergy_HSA=8.33. (6) Drug 1: C1=CC(=C2C(=C1NCCNCCO)C(=O)C3=C(C=CC(=C3C2=O)O)O)NCCNCCO. Drug 2: CCN(CC)CCCC(C)NC1=C2C=C(C=CC2=NC3=C1C=CC(=C3)Cl)OC. Cell line: DU-145. Synergy scores: CSS=74.9, Synergy_ZIP=1.70, Synergy_Bliss=4.38, Synergy_Loewe=-4.24, Synergy_HSA=6.01. (7) Drug 1: COC1=NC(=NC2=C1N=CN2C3C(C(C(O3)CO)O)O)N. Drug 2: CC(C)NC(=O)C1=CC=C(C=C1)CNNC.Cl. Cell line: HS 578T. Synergy scores: CSS=0.711, Synergy_ZIP=1.76, Synergy_Bliss=2.81, Synergy_Loewe=-4.47, Synergy_HSA=-2.33. (8) Drug 1: CC1=C(N=C(N=C1N)C(CC(=O)N)NCC(C(=O)N)N)C(=O)NC(C(C2=CN=CN2)OC3C(C(C(C(O3)CO)O)O)OC4C(C(C(C(O4)CO)O)OC(=O)N)O)C(=O)NC(C)C(C(C)C(=O)NC(C(C)O)C(=O)NCCC5=NC(=CS5)C6=NC(=CS6)C(=O)NCCC[S+](C)C)O. Drug 2: CN1C2=C(C=C(C=C2)N(CCCl)CCCl)N=C1CCCC(=O)O.Cl. Cell line: HCT116. Synergy scores: CSS=46.6, Synergy_ZIP=-1.11, Synergy_Bliss=-0.236, Synergy_Loewe=-25.4, Synergy_HSA=1.10. (9) Drug 1: CCCS(=O)(=O)NC1=C(C(=C(C=C1)F)C(=O)C2=CNC3=C2C=C(C=N3)C4=CC=C(C=C4)Cl)F. Drug 2: C#CCC(CC1=CN=C2C(=N1)C(=NC(=N2)N)N)C3=CC=C(C=C3)C(=O)NC(CCC(=O)O)C(=O)O. Cell line: NCIH23. Synergy scores: CSS=-3.76, Synergy_ZIP=3.03, Synergy_Bliss=1.53, Synergy_Loewe=-2.35, Synergy_HSA=-2.61.